From a dataset of Acute oral toxicity (LD50) regression data from Zhu et al.. Regression/Classification. Given a drug SMILES string, predict its toxicity properties. Task type varies by dataset: regression for continuous values (e.g., LD50, hERG inhibition percentage) or binary classification for toxic/non-toxic outcomes (e.g., AMES mutagenicity, cardiotoxicity, hepatotoxicity). Dataset: ld50_zhu. The rat oral LD50 is 2.34, given as -log10 of the dose in mol/kg body weight (higher means more acutely toxic). The molecule is Cc1cccc(Cl)c1NC(=O)C=C1SCC(=O)N1C.